From a dataset of Reaction yield outcomes from USPTO patents with 853,638 reactions. Predict the reaction yield, written as a fraction of the theoretical maximum amount of product (1.0 means a 100% yield; for example, 0.34 means a 34% yield). (1) The reactants are C1C=CC(P(C2C(C3C(P(C4C=CC=CC=4)C4C=CC=CC=4)=CC=C4C=3C=CC=C4)=C3C(C=CC=C3)=CC=2)C2C=CC=CC=2)=CC=1.Cl[C:48]1[N:49]=[CH:50][C:51]2[N:56]([CH3:57])[CH:55]=[C:54]([C:58]3[CH2:63][CH2:62][N:61]([C:64]([CH:66]4[CH2:70][CH2:69][CH2:68][CH2:67]4)=[O:65])[CH2:60][CH:59]=3)[C:52]=2[N:53]=1.[C:71]1([C:77]([C:79]2[CH:84]=[CH:83][CH:82]=[CH:81][CH:80]=2)=[NH:78])[CH:76]=[CH:75][CH:74]=[CH:73][CH:72]=1.CC(C)([O-])C.[Na+]. The catalyst is O1CCOCC1.CC([O-])=O.CC([O-])=O.[Pd+2].O.C(Cl)Cl.CCOC(C)=O. The product is [CH:66]1([C:64]([N:61]2[CH2:62][CH2:63][C:58]([C:54]3[C:52]4[N:53]=[C:48]([N:78]=[C:77]([C:71]5[CH:76]=[CH:75][CH:74]=[CH:73][CH:72]=5)[C:79]5[CH:84]=[CH:83][CH:82]=[CH:81][CH:80]=5)[N:49]=[CH:50][C:51]=4[N:56]([CH3:57])[CH:55]=3)=[CH:59][CH2:60]2)=[O:65])[CH2:70][CH2:69][CH2:68][CH2:67]1. The yield is 0.710. (2) The reactants are [CH2:1]([N:8]1[CH2:12][CH2:11][C@@H:10]2[CH2:13][NH:14][CH2:15][C@H:9]12)[C:2]1[CH:7]=[CH:6][CH:5]=[CH:4][CH:3]=1.[Cl:16][C:17]1[CH:22]=[CH:21][C:20](I)=[CH:19][N:18]=1. No catalyst specified. The product is [CH2:1]([N:8]1[CH2:12][CH2:11][C@@H:10]2[CH2:13][N:14]([C:20]3[CH:19]=[N:18][C:17]([Cl:16])=[CH:22][CH:21]=3)[CH2:15][C@H:9]12)[C:2]1[CH:7]=[CH:6][CH:5]=[CH:4][CH:3]=1. The yield is 0.650. (3) The reactants are [O-]S([O-])(=O)=O.[Na+].[Na+].[CH2:8]([NH:15][CH:16]=[CH:17][C:18](=[O:20])[CH3:19])[C:9]1[CH:14]=[CH:13][CH:12]=[CH:11][CH:10]=1.[CH3:21][O:22][C:23]1[CH:24]=[C:25]([CH:41]=[CH:42][C:43]=1[O:44][CH3:45])[C:26]([N:28]([CH2:35][CH2:36]/[CH:37]=[CH:38]/[CH:39]=O)[C:29]1[CH:34]=[CH:33][CH:32]=[CH:31][CH:30]=1)=[O:27]. The catalyst is C(Cl)Cl.C(S([O-])(=O)=O)(F)(F)F.C(S([O-])(=O)=O)(F)(F)F.C(S([O-])(=O)=O)(F)(F)F.[Sc+3]. The product is [C:18]([C:17]1[CH:37]([CH2:36][CH2:35][N:28]([C:29]2[CH:30]=[CH:31][CH:32]=[CH:33][CH:34]=2)[C:26](=[O:27])[C:25]2[CH:41]=[CH:42][C:43]([O:44][CH3:45])=[C:23]([O:22][CH3:21])[CH:24]=2)[CH:38]=[CH:39][N:15]([CH2:8][C:9]2[CH:14]=[CH:13][CH:12]=[CH:11][CH:10]=2)[CH:16]=1)(=[O:20])[CH3:19]. The yield is 0.580. (4) The reactants are [CH3:1][O:2][C@@H:3]1[CH2:7][CH2:6][N:5]([C:8]([C:10]2[S:18][C:17]3[C:12](=[N:13][CH:14]=[CH:15][C:16]=3[O:19][C:20]3[CH:21]=[CH:22][C:23]4[C:27]([C:28]([O:30]C)=[O:29])=[C:26]([CH3:32])[S:25][C:24]=4[CH:33]=3)[CH:11]=2)=[O:9])[CH2:4]1.O[Li].O.Cl. The catalyst is C1COCC1.CO.O.O. The product is [CH3:1][O:2][C@@H:3]1[CH2:7][CH2:6][N:5]([C:8]([C:10]2[S:18][C:17]3[C:12](=[N:13][CH:14]=[CH:15][C:16]=3[O:19][C:20]3[CH:21]=[CH:22][C:23]4[C:27]([C:28]([OH:30])=[O:29])=[C:26]([CH3:32])[S:25][C:24]=4[CH:33]=3)[CH:11]=2)=[O:9])[CH2:4]1. The yield is 0.450. (5) The reactants are [F:1][C:2]1[CH:7]=[CH:6][C:5]([C:8](=[O:10])[CH3:9])=[C:4]([OH:11])[CH:3]=1.[CH3:12][C:13](=O)[CH3:14].N1CCCC1. The catalyst is C1C=CC=CC=1.C(OCC)(=O)C. The product is [F:1][C:2]1[CH:3]=[C:4]2[C:5]([C:8](=[O:10])[CH2:9][C:13]([CH3:14])([CH3:12])[O:11]2)=[CH:6][CH:7]=1. The yield is 0.707. (6) The reactants are [Na+].[Cl:2][C:3]1[CH:4]=[C:5]([NH:17][C:18]2[C:27]3[C:22](=[CH:23][CH:24]=[CH:25][C:26]=3[O:28][CH2:29][C:30]([O-:32])=O)[N:21]=[CH:20][N:19]=2)[CH:6]=[CH:7][C:8]=1[O:9][CH2:10][C:11]1[CH:16]=[CH:15][CH:14]=[CH:13][N:12]=1.CN(C(O[N:41]1N=N[C:43]2C=CC=N[C:42]1=2)=[N+](C)C)C.F[P-](F)(F)(F)(F)F.CCN(C(C)C)C(C)C.C(N)C. No catalyst specified. The product is [Cl:2][C:3]1[CH:4]=[C:5]([NH:17][C:18]2[C:27]3[C:22](=[CH:23][CH:24]=[CH:25][C:26]=3[O:28][CH2:29][C:30]([NH:41][CH2:42][CH3:43])=[O:32])[N:21]=[CH:20][N:19]=2)[CH:6]=[CH:7][C:8]=1[O:9][CH2:10][C:11]1[CH:16]=[CH:15][CH:14]=[CH:13][N:12]=1. The yield is 0.0400.